From a dataset of Full USPTO retrosynthesis dataset with 1.9M reactions from patents (1976-2016). Predict the reactants needed to synthesize the given product. (1) Given the product [C:1]([O:5][C:6](=[O:29])[NH:7][C:8]1([CH2:16][CH2:17][C:18]2[CH:23]=[CH:22][C:21]([O:24][CH2:36][CH2:37][CH2:38][CH2:39][CH2:40][CH2:41][CH3:42])=[C:20]([C:25]([F:28])([F:26])[F:27])[CH:19]=2)[CH2:13][O:12][C:11]([CH3:15])([CH3:14])[O:10][CH2:9]1)([CH3:2])([CH3:3])[CH3:4], predict the reactants needed to synthesize it. The reactants are: [C:1]([O:5][C:6](=[O:29])[NH:7][C:8]1([CH2:16][CH2:17][C:18]2[CH:23]=[CH:22][C:21]([OH:24])=[C:20]([C:25]([F:28])([F:27])[F:26])[CH:19]=2)[CH2:13][O:12][C:11]([CH3:15])([CH3:14])[O:10][CH2:9]1)([CH3:4])([CH3:3])[CH3:2].C(=O)([O-])[O-].[K+].[K+].[CH2:36](Br)[CH2:37][CH2:38][CH2:39][CH2:40][CH2:41][CH3:42].O. (2) Given the product [CH2:10]([C:7]1[NH:6][C:5]([C:3]([N:18]2[CH2:22][CH2:21][CH2:20][CH2:19]2)=[O:4])=[CH:9][N:8]=1)[CH2:11][C:12]1[CH:17]=[CH:16][CH:15]=[CH:14][CH:13]=1, predict the reactants needed to synthesize it. The reactants are: CO[C:3]([C:5]1[NH:6][C:7]([CH2:10][CH2:11][C:12]2[CH:17]=[CH:16][CH:15]=[CH:14][CH:13]=2)=[N:8][CH:9]=1)=[O:4].[NH:18]1[CH2:22][CH2:21][CH2:20][CH2:19]1. (3) Given the product [Br:1][C:2]1[CH:10]=[CH:9][C:5]([C:6]([O:8][CH3:12])=[O:7])=[C:4]([F:11])[CH:3]=1, predict the reactants needed to synthesize it. The reactants are: [Br:1][C:2]1[CH:10]=[CH:9][C:5]([C:6]([OH:8])=[O:7])=[C:4]([F:11])[CH:3]=1.[CH3:12][Si](C=[N+]=[N-])(C)C. (4) Given the product [CH2:25]([O:24][C:23]([C:22]1[N:19]=[CH:10][C:4]2[C:5]([CH:8]=1)=[CH:6][CH:7]=[C:2]([Br:1])[CH:3]=2)=[O:30])[CH3:26], predict the reactants needed to synthesize it. The reactants are: [Br:1][C:2]1[CH:3]=[C:4]([CH:10]=O)[C:5]([CH:8]=O)=[CH:6][CH:7]=1.C(O[N:19]([CH2:22][CH3:23])CC)(=O)CC([O-])=O.[O-:24][CH2:25][CH3:26].[Na+].C([OH:30])C.